This data is from Full USPTO retrosynthesis dataset with 1.9M reactions from patents (1976-2016). The task is: Predict the reactants needed to synthesize the given product. (1) Given the product [CH3:13][N:14]([CH3:18])[CH2:15][CH2:16][NH:17][C:1]([NH:39][C:34]1[CH:35]=[C:36]2[C:31](=[CH:32][CH:33]=1)[N:30]=[C:29]([NH:28][C@H:19]1[C:27]3[C:22](=[CH:23][CH:24]=[CH:25][CH:26]=3)[CH2:21][CH2:20]1)[CH:38]=[CH:37]2)=[O:12], predict the reactants needed to synthesize it. The reactants are: [C:1](=[O:12])(OC(Cl)(Cl)Cl)OC(Cl)(Cl)Cl.[CH3:13][N:14]([CH3:18])[CH2:15][CH2:16][NH2:17].[C@H:19]1([NH:28][C:29]2[CH:38]=[CH:37][C:36]3[C:31](=[CH:32][CH:33]=[C:34]([NH2:39])[CH:35]=3)[N:30]=2)[C:27]2[C:22](=[CH:23][CH:24]=[CH:25][CH:26]=2)[CH2:21][CH2:20]1. (2) Given the product [CH2:1]([O:8][C:9]1[CH:14]=[CH:13][CH:12]=[C:11]([O:15][CH3:16])[C:10]=1[CH:17]1[N:21]([CH2:28][C:29]2[CH:34]=[CH:33][C:32]([O:35][C:36]3[CH:37]=[CH:38][CH:39]=[CH:40][CH:41]=3)=[CH:31][CH:30]=2)[C:20](=[O:22])[C:19]([CH3:24])([CH3:23])[O:18]1)[C:2]1[CH:7]=[CH:6][CH:5]=[CH:4][CH:3]=1, predict the reactants needed to synthesize it. The reactants are: [CH2:1]([O:8][C:9]1[CH:14]=[CH:13][CH:12]=[C:11]([O:15][CH3:16])[C:10]=1[CH:17]1[NH:21][C:20](=[O:22])[C:19]([CH3:24])([CH3:23])[O:18]1)[C:2]1[CH:7]=[CH:6][CH:5]=[CH:4][CH:3]=1.[H-].[Na+].Br[CH2:28][C:29]1[CH:34]=[CH:33][C:32]([O:35][C:36]2[CH:41]=[CH:40][CH:39]=[CH:38][CH:37]=2)=[CH:31][CH:30]=1.O. (3) Given the product [CH2:18]([NH:20][C:23]([NH:1][C:2]1[CH:7]=[CH:6][C:5]([B:8]2[O:9][C:10]([CH3:12])([CH3:11])[C:13]([CH3:15])([CH3:14])[O:16]2)=[CH:4][C:3]=1[F:17])=[O:28])[CH3:19], predict the reactants needed to synthesize it. The reactants are: [NH2:1][C:2]1[CH:7]=[CH:6][C:5]([B:8]2[O:16][C:13]([CH3:15])([CH3:14])[C:10]([CH3:12])([CH3:11])[O:9]2)=[CH:4][C:3]=1[F:17].[CH2:18]([N:20]([CH2:23]C)CC)[CH3:19].ClC(Cl)([O:28]C(=O)OC(Cl)(Cl)Cl)Cl.Cl.C(N)C.C([O-])([O-])=O.[K+].[K+].Cl. (4) Given the product [CH3:1][O:2][CH2:3][C@H:4]([CH3:33])[O:5][C:6]1[CH:7]=[C:8]([CH:19]=[C:20]([C:22]2[NH:23][C:24]([C:27]3[O:28][C@@H:29]([CH3:32])[CH2:30][N:31]=3)=[CH:25][CH:26]=2)[CH:21]=1)[O:9][C:10]1[CH:11]=[CH:12][C:13]([C:16]([N:38]2[CH2:39][CH2:40][N:35]([CH3:34])[CH2:36][CH2:37]2)=[O:17])=[N:14][CH:15]=1, predict the reactants needed to synthesize it. The reactants are: [CH3:1][O:2][CH2:3][C@H:4]([CH3:33])[O:5][C:6]1[CH:7]=[C:8]([CH:19]=[C:20]([C:22]2[NH:23][C:24]([C:27]3[O:28][C@@H:29]([CH3:32])[CH2:30][N:31]=3)=[CH:25][CH:26]=2)[CH:21]=1)[O:9][C:10]1[CH:11]=[CH:12][C:13]([C:16](O)=[O:17])=[N:14][CH:15]=1.[CH3:34][N:35]1[CH2:40][CH2:39][NH:38][CH2:37][CH2:36]1.CN(C(ON1N=NC2C=CC=NC1=2)=[N+](C)C)C.F[P-](F)(F)(F)(F)F.C(N(CC)C(C)C)(C)C. (5) Given the product [F:24][C:23]([F:26])([F:25])[S:20]([O-:22])(=[O:21])=[O:19].[Cl:13][C:5]1[CH:6]=[C:7]([N+:10]([CH3:16])([CH3:11])[CH3:12])[CH:8]=[CH:9][C:4]=1[C:3]([O:2][CH3:1])=[O:14], predict the reactants needed to synthesize it. The reactants are: [CH3:1][O:2][C:3](=[O:14])[C:4]1[CH:9]=[CH:8][C:7]([N:10]([CH3:12])[CH3:11])=[CH:6][C:5]=1[Cl:13].Cl[CH2:16]Cl.C[O:19][S:20]([C:23]([F:26])([F:25])[F:24])(=[O:22])=[O:21]. (6) The reactants are: [O:1]1[CH2:6][CH2:5][N:4]([CH2:7][C:8]2[O:9][C:10]3[C:15]([C:16](=[O:24])[C:17]=2[C:18]2[CH:23]=[CH:22][CH:21]=[CH:20][CH:19]=2)=[CH:14][CH:13]=[CH:12][CH:11]=3)[CH2:3][CH2:2]1.[ClH:25]. Given the product [ClH:25].[O:1]1[CH2:6][CH2:5][N:4]([CH2:7][C:8]2[O:9][C:10]3[C:15]([C:16](=[O:24])[C:17]=2[C:18]2[CH:19]=[CH:20][CH:21]=[CH:22][CH:23]=2)=[CH:14][CH:13]=[CH:12][CH:11]=3)[CH2:3][CH2:2]1, predict the reactants needed to synthesize it.